This data is from Reaction yield outcomes from USPTO patents with 853,638 reactions. The task is: Predict the reaction yield, written as a fraction of the theoretical maximum amount of product (1.0 means a 100% yield; for example, 0.34 means a 34% yield). (1) The yield is 0.940. The reactants are [NH:1]([C:27]([O:29][C:30]([CH3:33])([CH3:32])[CH3:31])=[O:28])[C@H:2]([C:24](O)=[O:25])[CH2:3][O:4][C:5]([C:18]1[CH:23]=[CH:22][CH:21]=[CH:20][CH:19]=1)([C:12]1[CH:17]=[CH:16][CH:15]=[CH:14][CH:13]=1)[C:6]1[CH:11]=[CH:10][CH:9]=[CH:8][CH:7]=1.CO[N-]C.[H-].[H-].[H-].[H-].[Li+].[Al+3].S([O-])(O)(=O)=O.[K+]. The catalyst is C(OCC)C.O. The product is [C:27]([NH:1][C@H:2]([CH:24]=[O:25])[CH2:3][O:4][C:5]([C:18]1[CH:23]=[CH:22][CH:21]=[CH:20][CH:19]=1)([C:6]1[CH:7]=[CH:8][CH:9]=[CH:10][CH:11]=1)[C:12]1[CH:13]=[CH:14][CH:15]=[CH:16][CH:17]=1)([O:29][C:30]([CH3:32])([CH3:31])[CH3:33])=[O:28]. (2) The reactants are [CH2:1]([O:8][C:9](=[O:18])[NH:10][C@H:11]1[CH2:16][CH2:15][C@H:14]([OH:17])[CH2:13][CH2:12]1)[C:2]1[CH:7]=[CH:6][CH:5]=[CH:4][CH:3]=1.N1C=CN=C1.[Si:24](Cl)([C:27]([CH3:30])([CH3:29])[CH3:28])([CH3:26])[CH3:25]. The catalyst is C1COCC1. The product is [CH2:1]([O:8][C:9](=[O:18])[NH:10][C@H:11]1[CH2:16][CH2:15][C@H:14]([O:17][Si:24]([C:27]([CH3:30])([CH3:29])[CH3:28])([CH3:26])[CH3:25])[CH2:13][CH2:12]1)[C:2]1[CH:3]=[CH:4][CH:5]=[CH:6][CH:7]=1. The yield is 0.980. (3) The reactants are Br[C:2]1[CH:9]=[CH:8][C:5]([C:6]#[N:7])=[C:4]([F:10])[CH:3]=1.C([Sn](CCCC)(CCCC)[C:16]([O:18]CC)=[CH2:17])CCC. The catalyst is C1(C)C=CC=CC=1.Cl[Pd](Cl)([P](C1C=CC=CC=1)(C1C=CC=CC=1)C1C=CC=CC=1)[P](C1C=CC=CC=1)(C1C=CC=CC=1)C1C=CC=CC=1. The product is [C:16]([C:2]1[CH:9]=[CH:8][C:5]([C:6]#[N:7])=[C:4]([F:10])[CH:3]=1)(=[O:18])[CH3:17]. The yield is 0.110. (4) The reactants are [H-].[Na+].CO[C:5]([C:7]1[C:16]([O:17][CH:18]([C:25]2[CH:30]=[CH:29][CH:28]=[CH:27][CH:26]=2)[C:19]2[CH:24]=[CH:23][CH:22]=[CH:21][CH:20]=2)=[C:15]2[C:10]([CH:11]=[CH:12][CH:13]=[N:14]2)=[C:9]([O:31][CH3:32])[C:8]=1[CH2:33][C:34](=[O:44])[NH:35][CH2:36][C:37]1[CH:42]=[CH:41][C:40]([F:43])=[CH:39][CH:38]=1)=[O:6]. The catalyst is CN(C=O)C.C(OCC)C. The product is [CH:18]([O:17][C:16]1[C:7]2[C:5](=[O:6])[N:35]([CH2:36][C:37]3[CH:42]=[CH:41][C:40]([F:43])=[CH:39][CH:38]=3)[C:34](=[O:44])[CH2:33][C:8]=2[C:9]([O:31][CH3:32])=[C:10]2[C:15]=1[N:14]=[CH:13][CH:12]=[CH:11]2)([C:25]1[CH:26]=[CH:27][CH:28]=[CH:29][CH:30]=1)[C:19]1[CH:24]=[CH:23][CH:22]=[CH:21][CH:20]=1. The yield is 0.480. (5) The reactants are [CH2:1]([N:3]([CH2:10][CH2:11][CH3:12])[S:4]([N:7]=[C:8]=[S:9])(=[O:6])=[O:5])[CH3:2].[Cl:13][C:14]1[CH:19]=[CH:18][C:17]([C:20]2[CH:24]([C:25]3[CH:30]=[CH:29][CH:28]=[CH:27][CH:26]=3)[CH2:23][NH:22][N:21]=2)=[CH:16][CH:15]=1. The catalyst is ClCCl. The product is [Cl:13][C:14]1[CH:15]=[CH:16][C:17]([C:20]2[CH:24]([C:25]3[CH:26]=[CH:27][CH:28]=[CH:29][CH:30]=3)[CH2:23][N:22]([C:8](=[S:9])[NH:7][S:4]([N:3]([CH2:1][CH3:2])[CH2:10][CH2:11][CH3:12])(=[O:6])=[O:5])[N:21]=2)=[CH:18][CH:19]=1. The yield is 0.560. (6) The reactants are [N:1]1[CH:6]=[CH:5][C:4]([C:7]2[N:8]=[C:9]3[CH2:15][CH2:14][CH2:13][CH2:12][CH2:11][N:10]3[C:16](=[O:18])[CH:17]=2)=[N:3][CH:2]=1.C[Si]([N-][Si](C)(C)C)(C)C.[Li+].Br[CH2:30][CH2:31][C:32]1[CH:37]=[CH:36][CH:35]=[CH:34][C:33]=1[O:38][CH3:39]. The catalyst is O1CCCC1. The product is [CH3:39][O:38][C:33]1[CH:34]=[CH:35][CH:36]=[CH:37][C:32]=1[CH2:31][CH2:30][CH:15]1[CH2:14][CH2:13][CH2:12][CH2:11][N:10]2[C:16](=[O:18])[CH:17]=[C:7]([C:4]3[CH:5]=[CH:6][N:1]=[CH:2][N:3]=3)[N:8]=[C:9]12. The yield is 0.110. (7) The reactants are [CH:1]([CH:4]1[C:12]2[C:11](O)=[N:10][CH:9]=[N:8][C:7]=2[CH2:6][CH2:5]1)([CH3:3])[CH3:2].C(#N)C.O=P(Cl)(Cl)[Cl:19]. No catalyst specified. The product is [Cl:19][C:11]1[C:12]2[CH:4]([CH:1]([CH3:3])[CH3:2])[CH2:5][CH2:6][C:7]=2[N:8]=[CH:9][N:10]=1. The yield is 0.260.